Dataset: Forward reaction prediction with 1.9M reactions from USPTO patents (1976-2016). Task: Predict the product of the given reaction. (1) Given the reactants [NH2:1][CH:2]1[CH2:5][N:4]([C:6]([C:8]2[CH:9]=[C:10]([CH:23]=[CH:24][C:25]=2[F:26])[CH2:11][C:12]2[C:21]3[C:16](=[CH:17][CH:18]=[CH:19][CH:20]=3)[C:15](=[O:22])[NH:14][N:13]=2)=[O:7])[CH2:3]1.[CH3:27][C:28]([CH3:32])=[CH:29][CH:30]=O.C(O[BH-](OC(=O)C)OC(=O)C)(=O)C.[Na+], predict the reaction product. The product is: [F:26][C:25]1[CH:24]=[CH:23][C:10]([CH2:11][C:12]2[C:21]3[C:16](=[CH:17][CH:18]=[CH:19][CH:20]=3)[C:15](=[O:22])[NH:14][N:13]=2)=[CH:9][C:8]=1[C:6]([N:4]1[CH2:3][CH:2]([NH:1][CH2:30][CH:29]=[C:28]([CH3:32])[CH3:27])[CH2:5]1)=[O:7]. (2) Given the reactants [CH3:1][C:2]1[S:3][C:4]2[C:10](=O)[CH2:9][CH2:8][CH2:7][C:5]=2[N:6]=1.CC1C=CC(S([CH2:22][N+:23]#[C-])(=O)=O)=CC=1.C(O)C.CC([O-])(C)C.[K+], predict the reaction product. The product is: [CH3:1][C:2]1[S:3][C:4]2[CH:10]([C:22]#[N:23])[CH2:9][CH2:8][CH2:7][C:5]=2[N:6]=1.